This data is from Catalyst prediction with 721,799 reactions and 888 catalyst types from USPTO. The task is: Predict which catalyst facilitates the given reaction. (1) Reactant: C([O:8][C:9]1[CH:18]=[C:17]2[C:12]([C:13]([O:19][C:20]3[CH:25]=[CH:24][C:23]([N+:26]([O-:28])=[O:27])=[CH:22][C:21]=3[F:29])=[CH:14][CH:15]=[N:16]2)=[CH:11][CH:10]=1)C1C=CC=CC=1.Cl. Product: [F:29][C:21]1[CH:22]=[C:23]([N+:26]([O-:28])=[O:27])[CH:24]=[CH:25][C:20]=1[O:19][C:13]1[C:12]2[C:17](=[CH:18][C:9]([OH:8])=[CH:10][CH:11]=2)[N:16]=[CH:15][CH:14]=1. The catalyst class is: 12. (2) Reactant: CS(C)=O.CS(O[CH2:10][CH2:11][C:12]1[CH:17]=[C:16]([CH2:18][O:19][Si:20]([C:23]([CH3:26])([CH3:25])[CH3:24])([CH3:22])[CH3:21])[C:15]([Cl:27])=[C:14]([Cl:28])[CH:13]=1)(=O)=O.[C-:29]#[N:30].[K+]. Product: [Cl:28][C:14]1[CH:13]=[C:12]([CH2:11][CH2:10][C:29]#[N:30])[CH:17]=[C:16]([CH2:18][O:19][Si:20]([C:23]([CH3:26])([CH3:25])[CH3:24])([CH3:22])[CH3:21])[C:15]=1[Cl:27]. The catalyst class is: 28. (3) Reactant: C([N:9]1[C@H:16]2[C@H:12]([N:13]([C:17]([O:19][C:20]3[CH:25]=[CH:24][C:23]([CH3:26])=[CH:22][C:21]=3[O:27][CH2:28][CH3:29])=[O:18])[CH2:14]C2)[C@@H](O)C1)(=O)C1C=CC=CC=1.C(N1C=CN=C1)(N1C=CN=C1)=O.C(OC1C=C(C)C=CC=1O)C. Product: [N:13]1([C:17]([O:19][C:20]2[CH:25]=[CH:24][C:23]([CH3:26])=[CH:22][C:21]=2[O:27][CH2:28][CH3:29])=[O:18])[CH:12]=[CH:16][N:9]=[CH:14]1. The catalyst class is: 4. (4) Reactant: [CH3:1][O:2][C:3](=[O:32])[C@@H:4]([N:27]1[CH:31]=[CH:30][CH:29]=[CH:28]1)[CH2:5][C:6]1[CH:11]=[CH:10][C:9]([CH2:12][NH:13][CH2:14][C:15]2[N:16]=[C:17]([C:21]3[CH:26]=[CH:25][CH:24]=[CH:23][CH:22]=3)[O:18][C:19]=2[CH3:20])=[CH:8][CH:7]=1.N1C=CC=CC=1.[CH3:39][C:40](OC(C)=O)=[O:41]. Product: [CH3:1][O:2][C:3](=[O:32])[C@@H:4]([N:27]1[CH:31]=[CH:30][CH:29]=[CH:28]1)[CH2:5][C:6]1[CH:11]=[CH:10][C:9]([CH2:12][N:13]([C:40](=[O:41])[CH3:39])[CH2:14][C:15]2[N:16]=[C:17]([C:21]3[CH:22]=[CH:23][CH:24]=[CH:25][CH:26]=3)[O:18][C:19]=2[CH3:20])=[CH:8][CH:7]=1. The catalyst class is: 4. (5) Reactant: [C:1]([C:3]1[CH:17]=[C:16]([C:18]2[CH:23]=[CH:22]C=[C:20]([CH2:24][OH:25])[CH:19]=2)[C:6]2[N:7]([C:10]3[CH:15]=[CH:14][CH:13]=[CH:12][CH:11]=3)[CH:8]=[N:9][C:5]=2[CH:4]=1)#[N:2]. Product: [C:1]([C:3]1[CH:17]=[C:16]([C:18]2[CH:19]=[CH:20][C:24]([OH:25])=[CH:22][CH:23]=2)[C:6]2[N:7]([C:10]3[CH:11]=[CH:12][CH:13]=[CH:14][CH:15]=3)[CH:8]=[N:9][C:5]=2[CH:4]=1)#[N:2]. The catalyst class is: 10.